From a dataset of Forward reaction prediction with 1.9M reactions from USPTO patents (1976-2016). Predict the product of the given reaction. Given the reactants [Cl:1][C:2]1[CH:10]=[C:9]2[C:5]([C:6]([C:11]([N:13]3[CH2:18][CH2:17][C:16]4([C:26]5[C:21](=[CH:22][CH:23]=[CH:24][CH:25]=5)[NH:20][CH2:19]4)[CH2:15][CH2:14]3)=[O:12])=[CH:7][NH:8]2)=[CH:4][CH:3]=1.[N:27]1[CH:32]=[CH:31][CH:30]=[CH:29][C:28]=1[CH2:33]OS(C)(=O)=O, predict the reaction product. The product is: [Cl:1][C:2]1[CH:10]=[C:9]2[C:5]([C:6]([C:11]([N:13]3[CH2:18][CH2:17][C:16]4([C:26]5[C:21](=[CH:22][CH:23]=[CH:24][CH:25]=5)[NH:20][CH2:19]4)[CH2:15][CH2:14]3)=[O:12])=[CH:7][N:8]2[CH2:33][C:28]2[CH:29]=[CH:30][CH:31]=[CH:32][N:27]=2)=[CH:4][CH:3]=1.